Dataset: NCI-60 drug combinations with 297,098 pairs across 59 cell lines. Task: Regression. Given two drug SMILES strings and cell line genomic features, predict the synergy score measuring deviation from expected non-interaction effect. (1) Drug 1: COC1=C(C=C2C(=C1)N=CN=C2NC3=CC(=C(C=C3)F)Cl)OCCCN4CCOCC4. Drug 2: CCCCC(=O)OCC(=O)C1(CC(C2=C(C1)C(=C3C(=C2O)C(=O)C4=C(C3=O)C=CC=C4OC)O)OC5CC(C(C(O5)C)O)NC(=O)C(F)(F)F)O. Cell line: K-562. Synergy scores: CSS=13.5, Synergy_ZIP=-6.15, Synergy_Bliss=-4.23, Synergy_Loewe=-4.04, Synergy_HSA=-3.45. (2) Drug 1: C1CCC(C1)C(CC#N)N2C=C(C=N2)C3=C4C=CNC4=NC=N3. Drug 2: CS(=O)(=O)C1=CC(=C(C=C1)C(=O)NC2=CC(=C(C=C2)Cl)C3=CC=CC=N3)Cl. Cell line: CCRF-CEM. Synergy scores: CSS=9.30, Synergy_ZIP=-0.603, Synergy_Bliss=1.52, Synergy_Loewe=-1.33, Synergy_HSA=-1.51. (3) Drug 2: CCCS(=O)(=O)NC1=C(C(=C(C=C1)F)C(=O)C2=CNC3=C2C=C(C=N3)C4=CC=C(C=C4)Cl)F. Drug 1: C1=CC(=CC=C1CCC2=CNC3=C2C(=O)NC(=N3)N)C(=O)NC(CCC(=O)O)C(=O)O. Synergy scores: CSS=3.71, Synergy_ZIP=1.23, Synergy_Bliss=3.62, Synergy_Loewe=2.08, Synergy_HSA=2.87. Cell line: NCI-H226. (4) Drug 1: CC12CCC3C(C1CCC2=O)CC(=C)C4=CC(=O)C=CC34C. Drug 2: CC1=C(N=C(N=C1N)C(CC(=O)N)NCC(C(=O)N)N)C(=O)NC(C(C2=CN=CN2)OC3C(C(C(C(O3)CO)O)O)OC4C(C(C(C(O4)CO)O)OC(=O)N)O)C(=O)NC(C)C(C(C)C(=O)NC(C(C)O)C(=O)NCCC5=NC(=CS5)C6=NC(=CS6)C(=O)NCCC[S+](C)C)O. Cell line: PC-3. Synergy scores: CSS=25.0, Synergy_ZIP=-1.22, Synergy_Bliss=0.312, Synergy_Loewe=1.47, Synergy_HSA=2.72.